Dataset: Catalyst prediction with 721,799 reactions and 888 catalyst types from USPTO. Task: Predict which catalyst facilitates the given reaction. Reactant: C[Si](C)(C)CCOC[N:7]1[CH:11]=[C:10]([C:12]2[N:16]3[N:17]=[C:18]([N:21]4[CH2:26][CH2:25][O:24][CH2:23][CH2:22]4)[CH:19]=[CH:20][C:15]3=[N:14][CH:13]=2)[CH:9]=[N:8]1. Product: [NH:8]1[CH:9]=[C:10]([C:12]2[N:16]3[N:17]=[C:18]([N:21]4[CH2:22][CH2:23][O:24][CH2:25][CH2:26]4)[CH:19]=[CH:20][C:15]3=[N:14][CH:13]=2)[CH:11]=[N:7]1. The catalyst class is: 484.